Dataset: Forward reaction prediction with 1.9M reactions from USPTO patents (1976-2016). Task: Predict the product of the given reaction. (1) Given the reactants [CH3:1][O:2][C:3]1[CH:4]=[C:5]2[C:10](=[CH:11][C:12]=1[O:13][CH3:14])[N:9]=[CH:8][CH:7]=[C:6]2[N:15]1[CH2:21][C:20]2[CH:22]=[C:23]([C:26]3[CH:32]=[CH:31][C:29]([NH2:30])=[C:28]([N+:33]([O-])=O)[CH:27]=3)[CH:24]=[CH:25][C:19]=2[O:18][CH2:17][CH2:16]1, predict the reaction product. The product is: [CH3:1][O:2][C:3]1[CH:4]=[C:5]2[C:10](=[CH:11][C:12]=1[O:13][CH3:14])[N:9]=[CH:8][CH:7]=[C:6]2[N:15]1[CH2:21][C:20]2[CH:22]=[C:23]([C:26]3[CH:27]=[C:28]([NH2:33])[C:29]([NH2:30])=[CH:31][CH:32]=3)[CH:24]=[CH:25][C:19]=2[O:18][CH2:17][CH2:16]1. (2) Given the reactants COC1C=C(OC)C=CC=1C[N:6]([C:30]1[S:34][N:33]=[CH:32][N:31]=1)[S:7]([C:10]1[CH:15]=[C:14]([F:16])[C:13]([O:17][C:18]2[CH:23]=[CH:22][C:21]([C:24]([F:27])([F:26])[F:25])=[CH:20][C:19]=2I)=[CH:12][C:11]=1[F:29])(=[O:9])=[O:8].C(=O)([O-])[O-].[K+].[K+].C(OC[N:51]1[C:55](B2OC(C)(C)C(C)(C)O2)=[CH:54][CH:53]=[N:52]1)C.FC(F)(F)C(O)=O, predict the reaction product. The product is: [F:29][C:11]1[CH:12]=[C:13]([O:17][C:18]2[CH:23]=[CH:22][C:21]([C:24]([F:27])([F:26])[F:25])=[CH:20][C:19]=2[C:53]2[NH:52][N:51]=[CH:55][CH:54]=2)[C:14]([F:16])=[CH:15][C:10]=1[S:7]([NH:6][C:30]1[S:34][N:33]=[CH:32][N:31]=1)(=[O:9])=[O:8]. (3) Given the reactants [CH3:1][NH:2][C:3]1[CH:10]=[CH:9][C:6]([C:7]#[N:8])=[CH:5][CH:4]=1.[N-:11]=[N+:12]=[N-:13].[Na+].[Cl-].C([NH+](CC)CC)C.Cl, predict the reaction product. The product is: [CH3:1][NH:2][C:3]1[CH:10]=[CH:9][C:6]([C:7]2[NH:13][N:12]=[N:11][N:8]=2)=[CH:5][CH:4]=1. (4) Given the reactants [NH2:1][C:2]1[N:7]=[CH:6][N:5]=[C:4]2[N:8]([CH:32]3[CH2:37][CH2:36][CH:35]([N:38]4[CH2:43][CH2:42][N:41]([CH2:44][CH2:45][NH:46][C:47](=O)OC(C)(C)C)[CH2:40][CH2:39]4)[CH2:34][CH2:33]3)[N:9]=[C:10]([C:11]3[CH:16]=[CH:15][C:14]([NH:17][C:18]([C:20]4[N:21]([CH3:29])[C:22]5[C:27]([CH:28]=4)=[CH:26][CH:25]=[CH:24][CH:23]=5)=[O:19])=[C:13]([O:30][CH3:31])[CH:12]=3)[C:3]=12.FC(F)(F)C(O)=O.[C:61]12([CH2:71][CH2:72][CH:73](C)[C:74](O)=O)[CH2:70][CH:65]3[CH2:66][CH:67]([CH2:69][CH:63]([CH2:64]3)[CH2:62]1)[CH2:68]2.Cl.C(N=C=NCCCN(C)C)C.[OH2:90], predict the reaction product. The product is: [C:61]12([CH2:71][CH2:72][C@@H:73]([CH3:74])[C:47]([NH:46][CH2:45][CH2:44][N:41]3[CH2:42][CH2:43][N:38]([CH:35]4[CH2:36][CH2:37][CH:32]([N:8]5[C:4]6=[N:5][CH:6]=[N:7][C:2]([NH2:1])=[C:3]6[C:10]([C:11]6[CH:16]=[CH:15][C:14]([NH:17][C:18]([C:20]7[N:21]([CH3:29])[C:22]8[C:27]([CH:28]=7)=[CH:26][CH:25]=[CH:24][CH:23]=8)=[O:19])=[C:13]([O:30][CH3:31])[CH:12]=6)=[N:9]5)[CH2:33][CH2:34]4)[CH2:39][CH2:40]3)=[O:90])[CH2:62][CH:63]3[CH2:69][CH:67]([CH2:66][CH:65]([CH2:64]3)[CH2:70]1)[CH2:68]2. (5) Given the reactants [Cl:1][C:2]1[CH:30]=[CH:29][C:5]([CH2:6][C:7]2[NH:8][C:9]([C:22]3[CH:27]=[CH:26][CH:25]=[C:24]([CH3:28])[N:23]=3)=[C:10]([C:12]3[CH:13]=[C:14]4[C:19](=[CH:20][CH:21]=3)[N:18]=[CH:17][CH:16]=[CH:15]4)[N:11]=2)=[CH:4][C:3]=1[N+:31]([O-])=O.Cl[Sn]Cl, predict the reaction product. The product is: [Cl:1][C:2]1[CH:30]=[CH:29][C:5]([CH2:6][C:7]2[NH:8][C:9]([C:22]3[CH:27]=[CH:26][CH:25]=[C:24]([CH3:28])[N:23]=3)=[C:10]([C:12]3[CH:13]=[C:14]4[C:19](=[CH:20][CH:21]=3)[N:18]=[CH:17][CH:16]=[CH:15]4)[N:11]=2)=[CH:4][C:3]=1[NH2:31]. (6) Given the reactants [CH:1]1([Mg]Cl)[CH2:4][CH2:3][CH2:2]1.CO[C:9]1[CH:14]=[CH:13][CH:12]=[CH:11][C:10]=1[C:15]1[O:16][CH2:17][C:18]([CH3:21])([CH3:20])[N:19]=1, predict the reaction product. The product is: [CH:1]1([C:9]2[CH:14]=[CH:13][CH:12]=[CH:11][C:10]=2[C:15]2[O:16][CH2:17][C:18]([CH3:21])([CH3:20])[N:19]=2)[CH2:4][CH2:3][CH2:2]1.